This data is from Full USPTO retrosynthesis dataset with 1.9M reactions from patents (1976-2016). The task is: Predict the reactants needed to synthesize the given product. The reactants are: O=[C:2]1[C:7]([C:8]#[N:9])=[CH:6][NH:5][C:4]2[CH:10]=[C:11]([C:13]3[CH:18]=[CH:17][CH:16]=[CH:15][CH:14]=3)[S:12][C:3]1=2.P(Cl)(Cl)([Cl:21])=O. Given the product [Cl:21][C:2]1[C:7]([C:8]#[N:9])=[CH:6][N:5]=[C:4]2[CH:10]=[C:11]([C:13]3[CH:18]=[CH:17][CH:16]=[CH:15][CH:14]=3)[S:12][C:3]=12, predict the reactants needed to synthesize it.